Dataset: Reaction yield outcomes from USPTO patents with 853,638 reactions. Task: Predict the reaction yield, written as a fraction of the theoretical maximum amount of product (1.0 means a 100% yield; for example, 0.34 means a 34% yield). (1) The reactants are [OH:1][C@H:2]([CH3:36])[C@H:3]([NH:5][C:6]([C:8]1[NH:9][C:10]([C:13]2[CH:18]=[C:17]([O:19][Si:20]([CH:27]([CH3:29])[CH3:28])([CH:24]([CH3:26])[CH3:25])[CH:21]([CH3:23])[CH3:22])[CH:16]=[C:15]([O:30][C@@H:31]([CH3:35])[CH2:32][O:33][CH3:34])[CH:14]=2)=[CH:11][CH:12]=1)=O)[CH3:4].CS(O)(=O)=O.C(N(CC)CC)C.[Cl-].[NH4+]. The catalyst is O1CCCC1. The product is [CH3:34][O:33][CH2:32][C@@H:31]([O:30][C:15]1[CH:14]=[C:13]([C:10]2[NH:9][C:8]([C:6]3[O:1][C@@H:2]([CH3:36])[C@@H:3]([CH3:4])[N:5]=3)=[CH:12][CH:11]=2)[CH:18]=[C:17]([O:19][Si:20]([CH:24]([CH3:26])[CH3:25])([CH:21]([CH3:23])[CH3:22])[CH:27]([CH3:29])[CH3:28])[CH:16]=1)[CH3:35]. The yield is 1.00. (2) The reactants are C[N:2]1[CH2:7][CH2:6][CH2:5][CH2:4][CH:3]1CO.C1(C)C=CC(S(Cl)(=O)=O)=CC=1.C(N(CC)CC)C.C[C:29]1[NH:30][C:31]2[C:36]([C:37]=1[C:38]([O:40][CH2:41][C:42]1C=CC=CC=1)=O)=[CH:35][C:34](O)=[CH:33][CH:32]=2.C([O-])([O-])=O.[Cs+].[Cs+]. The product is [NH:30]1[C:31]2[C:36](=[CH:35][CH:34]=[CH:33][CH:32]=2)[CH:37]=[CH:29]1.[NH:2]1[CH2:7][CH2:6][CH2:5][CH2:4][CH2:3]1.[CH3:37][CH2:38][O:40][CH2:41][CH3:42]. The catalyst is C(Cl)Cl. The yield is 0.150. (3) The reactants are [Cl:1][C:2]1[N:10]=[C:9]2[C:5]([N:6]=[CH:7][N:8]2[CH2:11][C:12]2[CH:17]=[CH:16][CH:15]=[C:14]([CH2:18][C:19]([O:21][CH3:22])=[O:20])[CH:13]=2)=[C:4]([NH2:23])[N:3]=1.C([O-])(=O)C.[Na+].[Br:29]Br. The catalyst is C(Cl)(Cl)Cl. The product is [Br:29][C:7]1[N:8]([CH2:11][C:12]2[CH:17]=[CH:16][CH:15]=[C:14]([CH2:18][C:19]([O:21][CH3:22])=[O:20])[CH:13]=2)[C:9]2[C:5]([N:6]=1)=[C:4]([NH2:23])[N:3]=[C:2]([Cl:1])[N:10]=2. The yield is 0.720. (4) The reactants are [CH:1]1([N:7]([CH:18]2[CH2:23][CH2:22][CH2:21][CH2:20][CH2:19]2)[C:8]([NH:10][C:11]2[S:12][C:13]([CH:16]=O)=[CH:14][N:15]=2)=[O:9])[CH2:6][CH2:5][CH2:4][CH2:3][CH2:2]1.[CH:24]([NH2:27])([CH3:26])[CH3:25].C(O[BH-](OC(=O)C)OC(=O)C)(=O)C.[Na+]. No catalyst specified. The product is [CH:1]1([N:7]([CH:18]2[CH2:23][CH2:22][CH2:21][CH2:20][CH2:19]2)[C:8]([NH:10][C:11]2[S:12][C:13]([CH2:16][NH:27][CH:24]([CH3:26])[CH3:25])=[CH:14][N:15]=2)=[O:9])[CH2:6][CH2:5][CH2:4][CH2:3][CH2:2]1. The yield is 0.420. (5) The reactants are [F:1][C:2]1[N:7]=[CH:6][C:5](B(O)O)=[CH:4][C:3]=1[CH3:11].FC(F)(F)S(O[C:18]1[CH:27]=[CH:26][CH:25]=[C:24]2[C:19]=1[CH2:20][C@H:21]([N:28]([CH2:36][C:37]1[CH:42]=[CH:41][CH:40]=[CH:39][CH:38]=1)[CH2:29][C:30]1[CH:35]=[CH:34][CH:33]=[CH:32][CH:31]=1)[CH2:22][O:23]2)(=O)=O. No catalyst specified. The product is [CH2:36]([N:28]([CH2:29][C:30]1[CH:35]=[CH:34][CH:33]=[CH:32][CH:31]=1)[C@H:21]1[CH2:20][C:19]2[C:24](=[CH:25][CH:26]=[CH:27][C:18]=2[C:5]2[CH:6]=[N:7][C:2]([F:1])=[C:3]([CH3:11])[CH:4]=2)[O:23][CH2:22]1)[C:37]1[CH:38]=[CH:39][CH:40]=[CH:41][CH:42]=1. The yield is 0.790. (6) The reactants are P(Cl)(Cl)(Cl)=O.[CH3:6][N:7]([CH3:20])[CH2:8][CH2:9][CH2:10][C:11]1[C:19]2[CH2:18][CH2:17][CH2:16][CH2:15][C:14]=2[NH:13][CH:12]=1.O.[OH-].[Na+].CN(C)[CH:26]=[O:27]. No catalyst specified. The product is [CH3:20][N:7]([CH3:6])[CH2:8][CH2:9][CH2:10][C:11]1[C:19]2[CH2:18][CH2:17][CH2:16][CH2:15][C:14]=2[NH:13][C:12]=1[CH:26]=[O:27]. The yield is 0.500. (7) The reactants are [CH3:1][N:2]([CH3:27])[C:3]1[CH:4]=[CH:5][C:6]([C:11]2[S:12][C:13]3[CH:19]([O:20][CH2:21][O:22][CH2:23][CH2:24][O:25][CH3:26])[CH2:18][CH2:17][CH2:16][C:14]=3[N:15]=2)=[C:7]([CH:10]=1)[CH:8]=[O:9].C[Mg+].[Br-].[C:31]1(C)C=CC=CC=1.C1COCC1. The catalyst is C1COCC1. The product is [CH3:1][N:2]([CH3:27])[C:3]1[CH:4]=[CH:5][C:6]([C:11]2[S:12][C:13]3[CH:19]([O:20][CH2:21][O:22][CH2:23][CH2:24][O:25][CH3:26])[CH2:18][CH2:17][CH2:16][C:14]=3[N:15]=2)=[C:7]([CH:8]([OH:9])[CH3:31])[CH:10]=1. The yield is 1.00. (8) The product is [CH3:19][S:16]([N:13]1[CH2:14][CH2:15][CH:10]([N:8]([CH3:9])[C:5]([CH3:6])([CH3:7])[C:4]([OH:20])=[O:3])[CH2:11][CH2:12]1)(=[O:18])=[O:17]. The yield is 0.370. The catalyst is CCO. The reactants are C([O:3][C:4](=[O:20])[C:5]([N:8]([CH:10]1[CH2:15][CH2:14][N:13]([S:16]([CH3:19])(=[O:18])=[O:17])[CH2:12][CH2:11]1)[CH3:9])([CH3:7])[CH3:6])C.[OH-].[Na+].